From a dataset of Catalyst prediction with 721,799 reactions and 888 catalyst types from USPTO. Predict which catalyst facilitates the given reaction. (1) Reactant: [CH2:1]([N:8]1[CH:16]=[C:15]2[C:10]([CH:11]=[C:12]([C:17]3[CH:18]=[C:19]([CH2:27][CH2:28][CH2:29]Br)[N:20]4[C:25]=3[C:24]([NH2:26])=[N:23][CH:22]=[N:21]4)[CH:13]=[CH:14]2)=[N:9]1)[C:2]1[CH:7]=[CH:6][CH:5]=[CH:4][CH:3]=1.[ClH:31].FC1(F)CCNC1.C(N(CC)CC)C.[I-].[Na+]. Product: [CH2:1]([N:8]1[CH:16]=[C:15]2[C:10]([CH:11]=[C:12]([C:17]3[CH:18]=[C:19]([CH2:27][CH2:28][CH2:29][Cl:31])[N:20]4[C:25]=3[C:24]([NH2:26])=[N:23][CH:22]=[N:21]4)[CH:13]=[CH:14]2)=[N:9]1)[C:2]1[CH:7]=[CH:6][CH:5]=[CH:4][CH:3]=1. The catalyst class is: 3. (2) Reactant: [CH3:1][O:2][C:3]([C@@:5]1([C:11]2[CH:16]=[CH:15][CH:14]=[C:13]([F:17])[C:12]=2[CH3:18])[CH2:9][CH2:8][C@@H:7]([OH:10])[CH2:6]1)=[O:4].CC(OI1(OC(C)=O)(OC(C)=O)OC(=O)C2C=CC=CC1=2)=O. Product: [CH3:1][O:2][C:3]([C@:5]1([C:11]2[CH:16]=[CH:15][CH:14]=[C:13]([F:17])[C:12]=2[CH3:18])[CH2:9][CH2:8][C:7](=[O:10])[CH2:6]1)=[O:4]. The catalyst class is: 4. (3) Reactant: [F:1][C:2]1[CH:37]=[C:36]([CH3:38])[CH:35]=[CH:34][C:3]=1[O:4][C:5]1[C:6]([C:22]([NH:24]CC2C=CC(OC)=CC=2)=[O:23])=[C:7]([NH:13][C:14]2[CH:19]=[CH:18][C:17]([I:20])=[CH:16][C:15]=2[F:21])[N:8]([CH3:12])[C:9](=[O:11])[CH:10]=1.[Cl-].[Al+3].[Cl-].[Cl-].ClCCl. Product: [F:1][C:2]1[CH:37]=[C:36]([CH3:38])[CH:35]=[CH:34][C:3]=1[O:4][C:5]1[C:6]([C:22]([NH2:24])=[O:23])=[C:7]([NH:13][C:14]2[CH:19]=[CH:18][C:17]([I:20])=[CH:16][C:15]=2[F:21])[N:8]([CH3:12])[C:9](=[O:11])[CH:10]=1. The catalyst class is: 520. (4) Reactant: [CH:1]([Cl:4])(Cl)Cl.[F:5][C:6]1[CH:36]=[CH:35][C:9]2[S:10][C:11]([S:14]([NH:17][C:18]3[CH:23]=[CH:22][C:21]([C:24]4[S:25][CH:26]=[C:27](CO)[N:28]=4)=[CH:20][C:19]=3[S:31]([CH3:34])(=[O:33])=[O:32])(=[O:16])=[O:15])=[C:12]([CH3:13])[C:8]=2[CH:7]=1.S(Cl)(Cl)=O. Product: [Cl:4][CH2:1][C:27]1[N:28]=[C:24]([C:21]2[CH:22]=[CH:23][C:18]([NH:17][S:14]([C:11]3[S:10][C:9]4[CH:35]=[CH:36][C:6]([F:5])=[CH:7][C:8]=4[C:12]=3[CH3:13])(=[O:15])=[O:16])=[C:19]([S:31]([CH3:34])(=[O:32])=[O:33])[CH:20]=2)[S:25][CH:26]=1. The catalyst class is: 66. (5) Reactant: FC(F)(F)C(O)=O.C(OC([NH:15][N:16]([C:30]1[CH:35]=[C:34]([Cl:36])[CH:33]=[C:32]([Cl:37])[CH:31]=1)[C:17]([CH:19]1[C:24](=O)[C@@:23]2([CH3:29])[C:26]([CH3:28])([CH3:27])[C@@H:20]1[CH2:21][CH2:22]2)=[O:18])=O)(C)(C)C. Product: [Cl:36][C:34]1[CH:35]=[C:30]([N:16]2[C:17](=[O:18])[C:19]3[C@@H:20]4[C:26]([CH3:28])([CH3:27])[C@@:23]([CH3:29])([CH2:22][CH2:21]4)[C:24]=3[NH:15]2)[CH:31]=[C:32]([Cl:37])[CH:33]=1. The catalyst class is: 4. (6) Reactant: [F:1][C:2]1[CH:3]=[CH:4][C:5]2[C:6]3[C:11]([CH:12]([CH3:27])[N:13]([S:16]([C:19]4[CH:24]=[CH:23][CH:22]=[C:21]([O:25]C)[CH:20]=4)(=[O:18])=[O:17])[C:14]=2[CH:15]=1)=[CH:10][CH:9]=[CH:8][CH:7]=3.C1CCCCC=1.B(Br)(Br)Br. Product: [F:1][C:2]1[CH:3]=[CH:4][C:5]2[C:6]3[C:11]([CH:12]([CH3:27])[N:13]([S:16]([C:19]4[CH:20]=[C:21]([OH:25])[CH:22]=[CH:23][CH:24]=4)(=[O:18])=[O:17])[C:14]=2[CH:15]=1)=[CH:10][CH:9]=[CH:8][CH:7]=3. The catalyst class is: 4. (7) Reactant: [H-].[Na+].[Br:3][CH:4]([CH2:17][CH2:18]Br)[C:5]([NH:7][CH2:8][C:9]1[CH:14]=[CH:13][C:12]([CH3:15])=[C:11]([F:16])[CH:10]=1)=[O:6]. Product: [Br:3][CH:4]1[CH2:17][CH2:18][N:7]([CH2:8][C:9]2[CH:14]=[CH:13][C:12]([CH3:15])=[C:11]([F:16])[CH:10]=2)[C:5]1=[O:6]. The catalyst class is: 7. (8) Reactant: [CH:1]([C@H:4]1[CH2:8][O:7][C:6](=[O:9])[N:5]1[C:10]1[CH:15]=[CH:14][N:13]=[C:12]([NH:16][C@H:17]([CH:19]2[CH2:24][CH2:23][NH:22][CH2:21][CH2:20]2)[CH3:18])[N:11]=1)([CH3:3])[CH3:2].[C:25]1(=O)[CH2:28]C[CH2:26]1.C(O[BH-](OC(=O)C)OC(=O)C)(=O)C.[Na+]. Product: [CH:1]([C@H:4]1[CH2:8][O:7][C:6](=[O:9])[N:5]1[C:10]1[CH:15]=[CH:14][N:13]=[C:12]([NH:16][C@H:17]([CH:19]2[CH2:24][CH2:23][N:22]([CH:25]([CH3:28])[CH3:26])[CH2:21][CH2:20]2)[CH3:18])[N:11]=1)([CH3:2])[CH3:3]. The catalyst class is: 1. (9) Reactant: [NH2:1][C:2]1[CH:3]=[CH:4][CH:5]=[C:6]2[C:11]=1[CH:10]=[C:9]([O:12][C:13]1[CH:14]=[CH:15][C:16]3[N:20]=[C:19]([CH2:21][O:22][C:23]4[CH:36]=[CH:35][C:26]([CH2:27][CH:28]5[S:32][C:31](=[O:33])[NH:30][C:29]5=[O:34])=[CH:25][CH:24]=4)[N:18]([CH3:37])[C:17]=3[CH:38]=1)[CH:8]=[CH:7]2.[CH:39]([C:42]1[CH:47]=[CH:46][CH:45]=[C:44]([CH:48]([CH3:50])[CH3:49])[C:43]=1[N:51]=[C:52]=[O:53])([CH3:41])[CH3:40]. Product: [CH:39]([C:42]1[CH:47]=[CH:46][CH:45]=[C:44]([CH:48]([CH3:49])[CH3:50])[C:43]=1[NH:51][C:52]([NH:1][C:2]1[C:11]2[C:6](=[CH:7][CH:8]=[C:9]([O:12][C:13]3[CH:14]=[CH:15][C:16]4[N:20]=[C:19]([CH2:21][O:22][C:23]5[CH:24]=[CH:25][C:26]([CH2:27][CH:28]6[S:32][C:31](=[O:33])[NH:30][C:29]6=[O:34])=[CH:35][CH:36]=5)[N:18]([CH3:37])[C:17]=4[CH:38]=3)[CH:10]=2)[CH:5]=[CH:4][CH:3]=1)=[O:53])([CH3:40])[CH3:41]. The catalyst class is: 9. (10) Reactant: [N:1]1([C:5]([C:7]2[CH:16]=[CH:15][C:14]3[C:9](=[C:10]([C:17]4[CH:22]=[CH:21][C:20]([C:23]5[CH:24]=[N:25][N:26]([CH3:28])[CH:27]=5)=[CH:19][CH:18]=4)[CH:11]=[N:12][CH:13]=3)[N:8]=2)=[O:6])[CH2:4][CH2:3][CH2:2]1.ClC1C=C(C=CC=1)C(OO)=O.C([O-])(O)=O.[Na+].C1(C)C=CC(S(Cl)(=O)=O)=CC=1.C(C[NH2:59])O. Product: [NH2:59][C:13]1[N:12]=[CH:11][C:10]([C:17]2[CH:18]=[CH:19][C:20]([C:23]3[CH:24]=[N:25][N:26]([CH3:28])[CH:27]=3)=[CH:21][CH:22]=2)=[C:9]2[C:14]=1[CH:15]=[CH:16][C:7]([C:5]([N:1]1[CH2:2][CH2:3][CH2:4]1)=[O:6])=[N:8]2. The catalyst class is: 34.